Regression. Given a peptide amino acid sequence and an MHC pseudo amino acid sequence, predict their binding affinity value. This is MHC class II binding data. From a dataset of Peptide-MHC class II binding affinity with 134,281 pairs from IEDB. (1) The peptide sequence is NAGFKAAVAAAAVVP. The MHC is HLA-DQA10201-DQB10202 with pseudo-sequence HLA-DQA10201-DQB10202. The binding affinity (normalized) is 0.106. (2) The binding affinity (normalized) is 0.750. The MHC is DRB1_0401 with pseudo-sequence DRB1_0401. The peptide sequence is TVSTFIDLNITMLED. (3) The peptide sequence is AAATATATAAVGAAT. The MHC is HLA-DQA10102-DQB10602 with pseudo-sequence HLA-DQA10102-DQB10602. The binding affinity (normalized) is 0.676.